This data is from Full USPTO retrosynthesis dataset with 1.9M reactions from patents (1976-2016). The task is: Predict the reactants needed to synthesize the given product. Given the product [C:20]([C:24]1[CH:28]=[C:27]([NH:29][C:30]([NH:1][C:2]2[CH:19]=[CH:18][CH:17]=[C:4]([O:5][C:6]3[C:15]4[N:14]=[CH:13][C:12](=[O:16])[NH:11][C:10]=4[N:9]=[CH:8][CH:7]=3)[CH:3]=2)=[O:31])[N:26]([C:32]2[CH:37]=[CH:36][CH:35]=[CH:34][CH:33]=2)[N:25]=1)([CH3:23])([CH3:21])[CH3:22], predict the reactants needed to synthesize it. The reactants are: [NH2:1][C:2]1[CH:3]=[C:4]([CH:17]=[CH:18][CH:19]=1)[O:5][C:6]1[C:15]2[N:14]=[CH:13][C:12](=[O:16])[NH:11][C:10]=2[N:9]=[CH:8][CH:7]=1.[C:20]([C:24]1[CH:28]=[C:27]([N:29]=[C:30]=[O:31])[N:26]([C:32]2[CH:37]=[CH:36][CH:35]=[CH:34][CH:33]=2)[N:25]=1)([CH3:23])([CH3:22])[CH3:21].